Task: Binary Classification. Given a miRNA mature sequence and a target amino acid sequence, predict their likelihood of interaction.. Dataset: Experimentally validated miRNA-target interactions with 360,000+ pairs, plus equal number of negative samples (1) The miRNA is hsa-miR-4507 with sequence CUGGGUUGGGCUGGGCUGGG. The protein sequence of the target gene is MGMDLTCPFGISPACGAQASWSIFGADAAEVPGTRGHSQQEAAMPHIPEDEEPPGEPQAAQSPAGQGPPAAGVSCSPTPTIVLTGDATSPEGETDKNLANRVHSPHKRLSHRHLKVSTASLTSVDPAGHIIDLVNDQLPDISISEEDKKKNLALLEEAKLVSERFLTRRGRKSRSSPGDSPSAVSPNLSPSASPTSSRSNSLTVPTPPGLDVCSGPPSPLPGAPPQQKGDEADVSSPHPGEPNVPKGLADRKQNDQRKVSQGRLAPRPPPVEKSKEIAIEQKENFDPLQYPETTPKGLAP.... Result: 0 (no interaction). (2) Result: 0 (no interaction). The protein sequence of the target gene is MERPPRALLLGAAGLLLLLLPLSSSSSSDACGPCVPASCPALPRLGCPLGETRDACGCCPVCARGEGEPCGGGAAGRGHCAPGMECVKSRKRRKGKAGAAAGGPATLAVCVCKSRYPVCGSNGITYPSGCQLRAASLRAESRGEKAITQVSKGTCEQGPSIVTPPKDIWNVTGAKVFLSCEVIGIPTPVLIWNKVKRDHSGVQRTELLPGDRENLAIQTRGGPEKHEVTGWVLVSPLSKEDAGEYECHASNSQGQASAAAKITVVDALHEIPLKKGEGAQL. The miRNA is hsa-miR-4506 with sequence AAAUGGGUGGUCUGAGGCAA. (3) The miRNA is hsa-miR-7-5p with sequence UGGAAGACUAGUGAUUUUGUUGUU. The protein sequence of the target gene is MACRSCVVGFSSLSSCEVTPVGSPRPGTSGWDSCRAPGPGFSSRSLTGCWSAGTISKVTVNPGLLVPLDVKLDPAVQQLKNQEKEEMKALNDKFASLIGKVQALEQRNQLLETRWSFLQGQDSAIFDLGHLYEEYQGRLQEELRKVSQERGQLEANLLQVLEKVEEFRIRYEDEISKRTDMEFTFVQLKKDLDAECLHRTELETKLKSLESFVELMKTIYEQELKDLAAQVKDVSVTVGMDSRCHIDLSGIVEEVKAQYDAVAARSLEEAEAYSRSQLEEQAARSAEYGSSLQSSRSEIA.... Result: 1 (interaction). (4) The miRNA is hsa-miR-4783-5p with sequence GGCGCGCCCAGCUCCCGGGCU. The protein sequence of the target gene is MLVLFLLGTVFLLCPYWGELHDPIKATEIMCYECKKYHLGLCYGVMTSCSLKHKQSCAVENFYILTRKGQSMYHYSKLSCMTSCEDINFLGFTKRVELICCDHSNYCNLPEGV. Result: 0 (no interaction). (5) The miRNA is hsa-miR-21-5p with sequence UAGCUUAUCAGACUGAUGUUGA. The protein sequence of the target gene is MDSLEEPQKKVFKARKTMRVSDRQQLEAVYKVKEELLKTDVKLLNGNHENGDLDPTSPLENMDYIKDKEEVNGIEEICFDPEGSKAEWKETPCILSVNVKNKQDDDLNCEPLSPHNITPEPVSKLPAEPVSGDPAPGDLDAGDPASGVLASGDSTSGDPTSSEPSSSDAASGDATSGDAPSGDVSPGDATSGDATADDLSSGDPTSSDPIPGEPVPVEPISGDCAADDIASSEITSVDLASGAPASTDPASDDLASGDLSSSELASDDLATGELASDELTSESTFDRTFEPKSVPVCEPV.... Result: 1 (interaction).